Task: Regression/Classification. Given a drug SMILES string, predict its absorption, distribution, metabolism, or excretion properties. Task type varies by dataset: regression for continuous measurements (e.g., permeability, clearance, half-life) or binary classification for categorical outcomes (e.g., BBB penetration, CYP inhibition). Dataset: b3db_classification.. Dataset: Blood-brain barrier permeability classification from the B3DB database (1) The drug is C=CCOc1ccccc1OC[C@@H](O)CNC(C)C. The result is 1 (penetrates BBB). (2) The result is 1 (penetrates BBB). The compound is COc1cc(C(=O)N2CCOCC2)cc(OC)c1OC. (3) The compound is CC(CS)C(=O)N1CCCC1C(=O)O. The result is 0 (does not penetrate BBB). (4) The molecule is COC(=O)C1=C(C)NC(C)=C(C(=O)OCCN(C)Cc2ccccc2)[C@H]1c1cccc([N+](=O)[O-])c1. The result is 0 (does not penetrate BBB). (5) The molecule is CCCN1CC(NS(=O)(=O)N(CC)CC)CC2Cc3c(O)cccc3CC21. The result is 1 (penetrates BBB).